This data is from Full USPTO retrosynthesis dataset with 1.9M reactions from patents (1976-2016). The task is: Predict the reactants needed to synthesize the given product. (1) Given the product [C:1]([O:5][C:6](=[O:31])[NH:7][C@H:8]([C@@H:24]1[CH2:28][C@@H:27]([CH3:29])[C:26](=[O:30])[O:25]1)[CH2:9][C:10]1[CH:15]=[CH:14][CH:13]=[C:12]([OH:16])[CH:11]=1)([CH3:3])([CH3:2])[CH3:4], predict the reactants needed to synthesize it. The reactants are: [C:1]([O:5][C:6](=[O:31])[NH:7][C@H:8]([C@@H:24]1[CH2:28][C@@H:27]([CH3:29])[C:26](=[O:30])[O:25]1)[CH2:9][C:10]1[CH:15]=[CH:14][CH:13]=[C:12]([O:16]CC2C=CC=CC=2)[CH:11]=1)([CH3:4])([CH3:3])[CH3:2]. (2) Given the product [Cl:25][C:9]1[CH:8]=[CH:7][CH:6]=[C:5]2[C:10]=1[C:11](=[O:24])[N:12]([CH2:13][CH2:14][CH2:15][NH:16][C:17](=[O:23])[O:18][C:19]([CH3:22])([CH3:21])[CH3:20])[C:3]([C@@H:2]([NH:1][C:35]1[C:36]([C:40]#[N:41])=[C:37]([NH2:39])[N:38]=[C:33]([NH2:32])[N:34]=1)[C:26]1[CH:27]=[CH:28][CH:29]=[CH:30][CH:31]=1)=[N:4]2, predict the reactants needed to synthesize it. The reactants are: [NH2:1][C@@H:2]([C:26]1[CH:31]=[CH:30][CH:29]=[CH:28][CH:27]=1)[C:3]1[N:12]([CH2:13][CH2:14][CH2:15][NH:16][C:17](=[O:23])[O:18][C:19]([CH3:22])([CH3:21])[CH3:20])[C:11](=[O:24])[C:10]2[C:5](=[CH:6][CH:7]=[CH:8][C:9]=2[Cl:25])[N:4]=1.[NH2:32][C:33]1[N:38]=[C:37]([NH2:39])[C:36]([C:40]#[N:41])=[C:35](Cl)[N:34]=1.C(N(C(C)C)CC)(C)C. (3) Given the product [CH3:1][O:2][C:3](=[O:29])[CH2:4][C:5]1[CH:6]=[C:7]([C:11]2[C:16]([O:17][CH3:18])=[CH:15][CH:14]=[CH:13][C:12]=2[CH2:19][N:20]([CH2:30][CH3:31])[CH2:21][CH2:22][N:23]2[CH2:28][CH2:27][O:26][CH2:25][CH2:24]2)[CH:8]=[CH:9][CH:10]=1, predict the reactants needed to synthesize it. The reactants are: [CH3:1][O:2][C:3](=[O:29])[CH2:4][C:5]1[CH:6]=[C:7]([C:11]2[C:16]([O:17][CH3:18])=[CH:15][CH:14]=[CH:13][C:12]=2[CH2:19][NH:20][CH2:21][CH2:22][N:23]2[CH2:28][CH2:27][O:26][CH2:25][CH2:24]2)[CH:8]=[CH:9][CH:10]=1.[CH:30](=O)[CH3:31]. (4) Given the product [F:15][C:16]1[CH:21]=[C:20]([F:22])[CH:19]=[CH:18][C:17]=1[N:23]1[C:11](=[O:12])[C:4]2[C@@H:5]3[C:8]([CH3:10])([CH3:9])[C@@:2]([CH3:1])([CH2:7][CH2:6]3)[C:3]=2[NH:24]1, predict the reactants needed to synthesize it. The reactants are: [CH3:1][C@:2]12[C:8]([CH3:10])([CH3:9])[C@H:5]([CH2:6][CH2:7]1)[CH:4]([C:11](Cl)=[O:12])[C:3]2=O.[F:15][C:16]1[CH:21]=[C:20]([F:22])[CH:19]=[CH:18][C:17]=1[NH:23][N:24]=CC.N1C=CC=CC=1.Cl.O1CCOCC1.